This data is from Peptide-MHC class I binding affinity with 185,985 pairs from IEDB/IMGT. The task is: Regression. Given a peptide amino acid sequence and an MHC pseudo amino acid sequence, predict their binding affinity value. This is MHC class I binding data. The peptide sequence is LSDDAVVCY. The MHC is HLA-A26:01 with pseudo-sequence HLA-A26:01. The binding affinity (normalized) is 0.